From a dataset of NCI-60 drug combinations with 297,098 pairs across 59 cell lines. Regression. Given two drug SMILES strings and cell line genomic features, predict the synergy score measuring deviation from expected non-interaction effect. (1) Drug 1: CN1CCC(CC1)COC2=C(C=C3C(=C2)N=CN=C3NC4=C(C=C(C=C4)Br)F)OC. Drug 2: C1C(C(OC1N2C=NC3=C2NC=NCC3O)CO)O. Cell line: LOX IMVI. Synergy scores: CSS=11.9, Synergy_ZIP=-0.540, Synergy_Bliss=2.13, Synergy_Loewe=0.163, Synergy_HSA=4.97. (2) Drug 1: CS(=O)(=O)CCNCC1=CC=C(O1)C2=CC3=C(C=C2)N=CN=C3NC4=CC(=C(C=C4)OCC5=CC(=CC=C5)F)Cl. Drug 2: C(CC(=O)O)C(=O)CN.Cl. Cell line: MDA-MB-435. Synergy scores: CSS=8.49, Synergy_ZIP=-0.641, Synergy_Bliss=1.81, Synergy_Loewe=5.04, Synergy_HSA=0.161. (3) Drug 1: CC1=C(C=C(C=C1)NC2=NC=CC(=N2)N(C)C3=CC4=NN(C(=C4C=C3)C)C)S(=O)(=O)N.Cl. Drug 2: CNC(=O)C1=CC=CC=C1SC2=CC3=C(C=C2)C(=NN3)C=CC4=CC=CC=N4. Cell line: A549. Synergy scores: CSS=12.3, Synergy_ZIP=-0.272, Synergy_Bliss=6.56, Synergy_Loewe=0.209, Synergy_HSA=5.84. (4) Synergy scores: CSS=23.7, Synergy_ZIP=-10.0, Synergy_Bliss=-2.79, Synergy_Loewe=-13.5, Synergy_HSA=-1.68. Cell line: UACC62. Drug 2: C1CN(CCN1C(=O)CCBr)C(=O)CCBr. Drug 1: CCCCCOC(=O)NC1=NC(=O)N(C=C1F)C2C(C(C(O2)C)O)O. (5) Drug 1: C1C(C(OC1N2C=NC(=NC2=O)N)CO)O. Drug 2: CC12CCC3C(C1CCC2OP(=O)(O)O)CCC4=C3C=CC(=C4)OC(=O)N(CCCl)CCCl.[Na+]. Cell line: HOP-62. Synergy scores: CSS=12.7, Synergy_ZIP=2.57, Synergy_Bliss=4.16, Synergy_Loewe=-57.8, Synergy_HSA=1.53. (6) Drug 1: CC1=C2C(C(=O)C3(C(CC4C(C3C(C(C2(C)C)(CC1OC(=O)C(C(C5=CC=CC=C5)NC(=O)OC(C)(C)C)O)O)OC(=O)C6=CC=CC=C6)(CO4)OC(=O)C)O)C)O. Drug 2: C1CN(CCN1C(=O)CCBr)C(=O)CCBr. Cell line: SN12C. Synergy scores: CSS=17.1, Synergy_ZIP=-5.90, Synergy_Bliss=-2.16, Synergy_Loewe=-20.6, Synergy_HSA=-2.67. (7) Drug 1: CNC(=O)C1=NC=CC(=C1)OC2=CC=C(C=C2)NC(=O)NC3=CC(=C(C=C3)Cl)C(F)(F)F. Drug 2: C(CCl)NC(=O)N(CCCl)N=O. Cell line: SK-MEL-2. Synergy scores: CSS=6.49, Synergy_ZIP=-9.88, Synergy_Bliss=-15.7, Synergy_Loewe=-13.1, Synergy_HSA=-11.9. (8) Drug 1: COCCOC1=C(C=C2C(=C1)C(=NC=N2)NC3=CC=CC(=C3)C#C)OCCOC. Drug 2: CC1(CCCN1)C2=NC3=C(C=CC=C3N2)C(=O)N. Cell line: HT29. Synergy scores: CSS=25.8, Synergy_ZIP=-0.296, Synergy_Bliss=0.900, Synergy_Loewe=-26.3, Synergy_HSA=-2.73.